This data is from Forward reaction prediction with 1.9M reactions from USPTO patents (1976-2016). The task is: Predict the product of the given reaction. (1) Given the reactants [OH:1][CH2:2][C@H:3]([NH:14]C(OCC1C=CC=CC=1)=O)[CH2:4][CH2:5][NH:6][C:7](=[O:13])[O:8][C:9]([CH3:12])([CH3:11])[CH3:10].[H][H].[Cl:27][C:28]1[CH:33]=[C:32]([F:34])[CH:31]=[CH:30][C:29]=1[S:35](Cl)(=[O:37])=[O:36], predict the reaction product. The product is: [Cl:27][C:28]1[CH:33]=[C:32]([F:34])[CH:31]=[CH:30][C:29]=1[S:35]([NH:14][C@@H:3]([CH2:2][OH:1])[CH2:4][CH2:5][NH:6][C:7](=[O:13])[O:8][C:9]([CH3:10])([CH3:11])[CH3:12])(=[O:37])=[O:36]. (2) Given the reactants Cl[C:2]1[C:7](Cl)=[N:6][CH:5]=[CH:4][N:3]=1.[CH:9]([C:12]1[CH:18]=[CH:17][C:15]([NH2:16])=[CH:14][CH:13]=1)([CH3:11])[CH3:10], predict the reaction product. The product is: [CH:9]([C:12]1[CH:18]=[CH:17][C:15]([NH:16][C:2]2[C:7]([NH:16][C:15]3[CH:17]=[CH:18][C:12]([CH:9]([CH3:11])[CH3:10])=[CH:13][CH:14]=3)=[N:6][CH:5]=[CH:4][N:3]=2)=[CH:14][CH:13]=1)([CH3:11])[CH3:10]. (3) Given the reactants C[O:2][C:3](=[O:40])[CH2:4][C@H:5]1[C:9]2[CH:10]=[CH:11][C:12]([O:14][C@H:15]3[C:23]4[C:18](=[C:19]([O:25][C:26]5[CH:31]=[CH:30][C:29]([C:32]6[C:33]([CH3:38])=[N:34][O:35][C:36]=6[CH3:37])=[CH:28][C:27]=5[F:39])[CH:20]=[CH:21][C:22]=4[F:24])[CH2:17][CH2:16]3)=[CH:13][C:8]=2[O:7][CH2:6]1.[OH-].[K+], predict the reaction product. The product is: [CH3:38][C:33]1[C:32]([C:29]2[CH:30]=[CH:31][C:26]([O:25][C:19]3[CH:20]=[CH:21][C:22]([F:24])=[C:23]4[C:18]=3[CH2:17][CH2:16][C@H:15]4[O:14][C:12]3[CH:11]=[CH:10][C:9]4[C@H:5]([CH2:4][C:3]([OH:40])=[O:2])[CH2:6][O:7][C:8]=4[CH:13]=3)=[C:27]([F:39])[CH:28]=2)=[C:36]([CH3:37])[O:35][N:34]=1. (4) Given the reactants [OH:1][CH:2]1[CH2:11][C:10]2[C:9]([NH:12][C:13](=[O:15])[O-])=[CH:8][CH:7]=[CH:6][C:5]=2[CH2:4][CH2:3]1.Cl.[Cl:17][C:18]1[CH:23]=[CH:22][CH:21]=[CH:20][C:19]=1[N:24]1[CH2:29][CH2:28][NH:27][CH2:26][CH2:25]1.N12CCCN=C1CCCCC2.O, predict the reaction product. The product is: [Cl:17][C:18]1[CH:23]=[CH:22][CH:21]=[CH:20][C:19]=1[N:24]1[CH2:29][CH2:28][N:27]([C:13]([NH:12][C:9]2[C:10]3[CH2:11][CH:2]([OH:1])[CH2:3][CH2:4][C:5]=3[CH:6]=[CH:7][CH:8]=2)=[O:15])[CH2:26][CH2:25]1. (5) The product is: [NH2:36][C@@H:33]1[CH2:32][CH2:31][C@H:30]([NH:29][C@@H:7]([C:8]([N:10]2[CH2:11][CH2:12][CH:13]([N:16]([CH:23]3[CH2:28][CH2:27][CH2:26][CH2:25][CH2:24]3)[C:17]([NH:19][N:20]([CH3:22])[CH3:21])=[O:18])[CH2:14][CH2:15]2)=[O:9])[CH2:6][C:5]2[CH:44]=[CH:45][C:2]([Cl:1])=[CH:3][CH:4]=2)[CH2:35][CH2:34]1. Given the reactants [Cl:1][C:2]1[CH:45]=[CH:44][C:5]([CH2:6][C@@H:7]([NH:29][C@@H:30]2[CH2:35][CH2:34][C@H:33]([NH:36]C(=O)OC(C)(C)C)[CH2:32][CH2:31]2)[C:8]([N:10]2[CH2:15][CH2:14][CH:13]([N:16]([CH:23]3[CH2:28][CH2:27][CH2:26][CH2:25][CH2:24]3)[C:17]([NH:19][N:20]([CH3:22])[CH3:21])=[O:18])[CH2:12][CH2:11]2)=[O:9])=[CH:4][CH:3]=1.Cl, predict the reaction product.